From a dataset of Experimentally validated miRNA-target interactions with 360,000+ pairs, plus equal number of negative samples. Binary Classification. Given a miRNA mature sequence and a target amino acid sequence, predict their likelihood of interaction. (1) The miRNA is hsa-miR-6132 with sequence AGCAGGGCUGGGGAUUGCA. The protein sequence of the target gene is MARKKVRPRLIAELARRVRALREQLNRPRDSQLYAVDYETLTRPFSGRRLPVRAWADVRRESRLLQLLGRLPLFGLGRLVTRKSWLWQHDEPCYWRLTRVRPDYTAQNLDHGKAWGILTFKGKTESEAREIEHVMYHDWRLVPKHEEEAFTAFTPAPEDSLASVPYPPLLRAMIIAERQKNGDTSTEEPMLNVQRIRMEPWDYPAKQEDKGRAKGTPV. Result: 0 (no interaction). (2) The miRNA is hsa-miR-373-5p with sequence ACUCAAAAUGGGGGCGCUUUCC. The protein sequence of the target gene is MSHPSWLPPKSTGEPLGHVPARMETTHSFGNPSISVSTQQPPKKFAPVVAPKPKYNPYKQPGGEGDFLPPPPPPLDDSSALPSISGNFPPPPPLDEEAFKVQGNPGGKTLEERRSSLDAEIDSLTSILADLECSSPYKPRPPQSSTGSTASPPVSTPVTGHKRMVIPNQPPLTATKKSTLKPQPAPQAGPIPVAPIGTLKPQPQPVPASYTTASTSSRPTFNVQVKSAQPSPHYMAAPSSGQIYGSGPQGYNTQPVPVSGQCPPPSTRGGMDYAYIPPPGLQPEPGYGYAPNQGRYYEGY.... Result: 1 (interaction). (3) The miRNA is hsa-miR-4504 with sequence UGUGACAAUAGAGAUGAACAUG. The protein sequence of the target gene is MVGGGGKRRPGGEGPQCEKTTDVKKSKFCEADVSSDLRKEVENHYKLSLPEDFYHFWKFCEELDPEKPSDSLSASLGLQLVGPYDILAGKHKTKKKSTGLNFNLHWRFYYDPPEFQTIIIGDNKTQYHMGYFRDSPDEFPVYVGINEAKKNCIIVPNGDNVFAAVKLFLTKKLREITDKKKINLLKNIDEKLTEAARELGYSLEQRTVKMKQRDKKVVTKTFHGAGLVVPVDKNDVGYRELPETDADLKRICKTIVEAASDEERLKAFAPIQEMMTFVQFANDECDYGMGLELGMDLFCY.... Result: 0 (no interaction). (4) Result: 1 (interaction). The miRNA is hsa-miR-645 with sequence UCUAGGCUGGUACUGCUGA. The protein sequence of the target gene is MEQYTANSNSSTEQIVVQAGQIQQQQQGGVTAVQLQTEAQVASASGQQVQTLQVVQGQPLMVQVSGGQLITSTGQPIMVQAVPGGQGQTIMQVPVSGTQGLQQIQLVPPGQIQIQGGQAVQVQGQQGQTQQIIIQQPQTAVTAGQTQTQQQIAVQGQQVAQTAEGQTIVYQPVNADGTILQQVTVPVSGMITIPAASLAGAQIVQTGANTNTTSSGQGTVTVTLPVAGNVVNSGGMVMMVPGAGSVPAIQRIPLPGAEMLEEEPLYVNAKQYHRILKRRQARAKLEAEGKIPKERRKYLH.... (5) The miRNA is hsa-miR-4433b-5p with sequence AUGUCCCACCCCCACUCCUGU. The protein sequence of the target gene is MMDVSGVGFPSKVPWKKMSAEELENQYCPSRWVVRLGAEEALRTYSQIGIEATTRARATRKSLLHVPYGDGEGEKVDIYFPDESSEALPFFLFFHGGYWQSGSKDESAFMVHPLTAQGVAVVIVAYGIAPKGTLDHMVDQVTRSVAFVQKRYPSNKGIYLCGHSAGAHLAAMMLLADWTKHGVTPNLRGFFLVSGVFDLEPIVYTSQNVALQLTLEDAQRNSPQLKVAQAQPVDPTCRVLVVVGQFDSPEFHRQSWEFYQTLCQGEWKASFEELHDVDHFEIVENLTQKDNVLTQIILKT.... Result: 1 (interaction). (6) The miRNA is hsa-miR-6752-3p with sequence UCCCUGCCCCCAUACUCCCAG. The protein sequence of the target gene is MNGPADGEVDYKKKYRNLKRKLKFLIYEHECFQEELRKAQRKLLKVSRDKSFLLDRLLQYENVDEDSSDSDATASSDNSETEGTPKLSDTPAPKRKRSPPLGGAPSPSSLSLPPSTGFPLQASGVPSPYLSSLASSRYPPFPSDYLALQLPEPSPLRPKREKRPRLPRKLKMAVGPPDCPVGGPLTFPGRGSGAGVGTTLTPLPPPKMPPPTILSTVPRQMFSDAGSGDDALDGDDDLVIDIPE. Result: 0 (no interaction). (7) The miRNA is hsa-miR-1250-3p with sequence ACAUUUUCCAGCCCAUUCA. The protein sequence of the target gene is MFQLPILNFSPQQVAGVCETLEESGDVERLGRFLWSLPVAPAACEALNKNESVLRARAIVAFHGGNYRELYHILENHKFTKESHAKLQALWLEAHYQEAEKLRGRPLGPVDKYRVRKKFPLPRTIWDGEQKTHCFKERTRHLLREWYLQDPYPNPSKKRELAQATGLTPTQVGNWFKNRRQRDRAAAAKNRLQQQVLSQGSGRALRAEGDGTPEVLGVATSPAASLSSKAATSAISITSSDSECDI. Result: 1 (interaction).